Dataset: Forward reaction prediction with 1.9M reactions from USPTO patents (1976-2016). Task: Predict the product of the given reaction. (1) Given the reactants [Br:1][C:2]1[C:3]([C:12]([OH:14])=O)=[N:4][C:5]([CH:8]2[CH2:11][CH2:10][CH2:9]2)=[N:6][CH:7]=1.[CH3:15][NH:16][C:17]([C:19]1[N:20]([CH3:25])[N:21]=[CH:22][C:23]=1[NH2:24])=[O:18], predict the reaction product. The product is: [CH3:25][N:20]1[C:19]([C:17](=[O:18])[NH:16][CH3:15])=[C:23]([NH:24][C:12]([C:3]2[C:2]([Br:1])=[CH:7][N:6]=[C:5]([CH:8]3[CH2:9][CH2:10][CH2:11]3)[N:4]=2)=[O:14])[CH:22]=[N:21]1. (2) Given the reactants [Cl:1][C:2]1[C:7]([NH2:8])=[C:6]([NH2:9])[CH:5]=[C:4]([Cl:10])[N:3]=1.O.[CH2:12](O)[CH3:13], predict the reaction product. The product is: [Cl:1][C:2]1[C:7]2[C:6](=[N:9][CH:12]=[CH:13][N:8]=2)[CH:5]=[C:4]([Cl:10])[N:3]=1.